Dataset: Catalyst prediction with 721,799 reactions and 888 catalyst types from USPTO. Task: Predict which catalyst facilitates the given reaction. (1) Reactant: [CH3:1][O:2][C:3]([C:5]1[O:6][C:7]2[CH:13]=[CH:12][CH:11]=[C:10]([OH:14])[C:8]=2[CH:9]=1)=[O:4].Br[CH:16]([CH3:18])[CH3:17].C(=O)([O-])[O-].[K+].[K+]. Product: [CH:16]([O:14][C:10]1[C:8]2[CH:9]=[C:5]([C:3]([O:2][CH3:1])=[O:4])[O:6][C:7]=2[CH:13]=[CH:12][CH:11]=1)([CH3:18])[CH3:17]. The catalyst class is: 3. (2) Reactant: C([O:3][C:4]([C:6]1([C:11]2[CH:16]=[CH:15][C:14]([OH:17])=[CH:13][CH:12]=2)[CH2:10][CH2:9][CH2:8][CH2:7]1)=[O:5])C.[CH3:18][C:19]1[CH:47]=[CH:46][C:22]([CH2:23][N:24]2[CH2:28][CH:27]([CH2:29][CH2:30]OS(C3C=CC(C)=CC=3)(=O)=O)[N:26]([CH2:42][CH2:43][CH3:44])[C:25]2=[O:45])=[CH:21][CH:20]=1.C([O-])([O-])=O.[K+].[K+].N#N.[OH-].[Na+]. Product: [CH3:18][C:19]1[CH:47]=[CH:46][C:22]([CH2:23][N:24]2[CH2:28][CH:27]([CH2:29][CH2:30][O:17][C:14]3[CH:13]=[CH:12][C:11]([C:6]4([C:4]([OH:3])=[O:5])[CH2:7][CH2:8][CH2:9][CH2:10]4)=[CH:16][CH:15]=3)[N:26]([CH2:42][CH2:43][CH3:44])[C:25]2=[O:45])=[CH:21][CH:20]=1. The catalyst class is: 8. (3) Reactant: [OH:1][C:2]1[CH:3]=[C:4]([CH:8]=[C:9]([O:11][C@@H:12]([CH3:16])[CH2:13][O:14][CH3:15])[CH:10]=1)[C:5]([OH:7])=[O:6].F[C:18]1[CH:30]=[CH:29][C:21]2[S:22](=[O:28])(=[O:27])[CH2:23][CH2:24][CH2:25][O:26][C:20]=2[CH:19]=1.C(=O)([O-])[O-].[K+].[K+]. Product: [O:28]=[S:22]1(=[O:27])[C:21]2[CH:29]=[CH:30][C:18]([O:1][C:2]3[CH:3]=[C:4]([CH:8]=[C:9]([O:11][C@@H:12]([CH3:16])[CH2:13][O:14][CH3:15])[CH:10]=3)[C:5]([OH:7])=[O:6])=[CH:19][C:20]=2[O:26][CH2:25][CH2:24][CH2:23]1. The catalyst class is: 10. (4) Reactant: [CH3:1][C:2]1[CH:24]=[CH:23][C:22]([CH3:25])=[CH:21][C:3]=1[CH2:4][O:5][C:6]1[CH:11]=[CH:10][C:9]([C:12](=[O:20])[CH2:13][CH2:14][C:15]([O:17]CC)=[O:16])=[CH:8][CH:7]=1.[OH-].[Na+]. Product: [CH3:1][C:2]1[CH:24]=[CH:23][C:22]([CH3:25])=[CH:21][C:3]=1[CH2:4][O:5][C:6]1[CH:7]=[CH:8][C:9]([C:12](=[O:20])[CH2:13][CH2:14][C:15]([OH:17])=[O:16])=[CH:10][CH:11]=1. The catalyst class is: 8. (5) Reactant: [CH2:1]([O:8][C:9]([N:11]1[CH2:17][CH2:16][CH2:15][NH:14][CH2:13][CH2:12]1)=[O:10])[C:2]1[CH:7]=[CH:6][CH:5]=[CH:4][CH:3]=1.C(=O)([O-])[O-].[K+].[K+].[CH3:24][N:25]([CH3:29])[CH2:26][CH2:27]Cl. Product: [CH2:1]([O:8][C:9]([N:11]1[CH2:17][CH2:16][CH2:15][N:14]([CH2:27][CH2:26][N:25]([CH3:29])[CH3:24])[CH2:13][CH2:12]1)=[O:10])[C:2]1[CH:7]=[CH:6][CH:5]=[CH:4][CH:3]=1. The catalyst class is: 9. (6) Reactant: [F:1][CH:2]([F:26])[C:3]1[CH:8]=[CH:7][N:6]=[C:5]([NH:9][C:10]2[CH:15]=[C:14](B3OC(C)(C)C(C)(C)O3)[CH:13]=[C:12]([CH3:25])[CH:11]=2)[N:4]=1.Br[C:28]1[CH:29]=[N:30][N:31]([CH:33]([C:35]([CH3:37])=[CH2:36])[CH3:34])[CH:32]=1.C(=O)([O-])[O-].[Na+].[Na+]. Product: [F:26][CH:2]([F:1])[C:3]1[CH:8]=[CH:7][N:6]=[C:5]([NH:9][C:10]2[CH:15]=[C:14]([C:28]3[CH:29]=[N:30][N:31]([CH:33]([C:35]([CH3:37])=[CH2:36])[CH3:34])[CH:32]=3)[CH:13]=[C:12]([CH3:25])[CH:11]=2)[N:4]=1. The catalyst class is: 669. (7) Reactant: [CH:1]([C:4]1[C:9]([C:10]([O:12][CH2:13][CH3:14])=[O:11])=[CH:8][N:7]=[C:6](S(C)(=O)=O)[N:5]=1)([CH3:3])[CH3:2].O1CCOCC1.[CH2:25]1[CH:29]2[CH2:30][CH:31]([NH2:32])[CH:27]([CH2:28]2)[CH2:26]1. Product: [C@H:27]12[CH2:28][C@H:29]([CH2:25][CH2:26]1)[CH2:30][C@H:31]2[NH:32][C:6]1[N:5]=[C:4]([CH:1]([CH3:3])[CH3:2])[C:9]([C:10]([O:12][CH2:13][CH3:14])=[O:11])=[CH:8][N:7]=1. The catalyst class is: 6. (8) Reactant: [F:1][C:2]1[CH:3]=[C:4]([C@@:9]2([CH3:42])[N:18]([CH2:19][C:20](=[O:33])OC3C(F)=C(F)C(F)=C(F)C=3F)[C:17](=[O:34])[C:12]3([CH2:16][CH2:15][CH2:14][CH2:13]3)[N:11]([C:35]([O:37][C:38](C)([CH3:40])C)=[O:36])[CH2:10]2)[CH:5]=[C:6]([F:8])[CH:7]=1.[OH:43][C:44]1[CH:45]=[C:46]2[C:67](=[CH:68][CH:69]=1)[CH2:66][C@:48]1([C:56]3[C:51](=[N:52][CH:53]=[CH:54][CH:55]=3)[N:50]([CH2:57][O:58][CH2:59][CH2:60][Si:61]([CH3:64])([CH3:63])[CH3:62])[C:49]1=[O:65])[CH2:47]2.[CH:70](N(CC)C(C)C)(C)[CH3:71]. Product: [F:1][C:2]1[CH:3]=[C:4]([C@@:9]2([CH3:42])[N:18]([CH2:19][C:20](=[O:33])[O:43][C:44]3[CH:45]=[C:46]4[C:67](=[CH:68][CH:69]=3)[CH2:66][C@:48]3([C:56]5[C:51](=[N:52][CH:53]=[CH:54][CH:55]=5)[N:50]([CH2:57][O:58][CH2:59][CH2:60][Si:61]([CH3:62])([CH3:63])[CH3:64])[C:49]3=[O:65])[CH2:47]4)[C:17](=[O:34])[C:12]3([CH2:16][CH2:15][CH2:14][CH2:13]3)[N:11]([C:35]([O:37][CH2:38][CH2:40][CH2:70][CH3:71])=[O:36])[CH2:10]2)[CH:5]=[C:6]([F:8])[CH:7]=1. The catalyst class is: 3. (9) Reactant: [OH:1][C@H:2]1[CH2:6][O:5][CH2:4][C@H:3]1[NH:7][C:8](=[O:19])[C:9]1[C:14]([O:15][CH3:16])=[CH:13][CH:12]=[CH:11][C:10]=1[O:17][CH3:18].[C:20]1(=[O:30])[C:28]2[C:23](=[CH:24][CH:25]=[CH:26][CH:27]=2)[C:22](=[O:29])[NH:21]1.[C:31]1([P:37]([C:44]2[CH:49]=[CH:48][CH:47]=[CH:46][CH:45]=2)[C:38]2[CH:43]=[CH:42][CH:41]=[CH:40][CH:39]=2)[CH:36]=[CH:35][CH:34]=[CH:33][CH:32]=1.CC(OC(/N=N/C(OC(C)C)=O)=O)C. Product: [O:30]=[C:20]1[C:28]2[C:23](=[CH:24][CH:25]=[CH:26][CH:27]=2)[C:22](=[O:29])[N:21]1[C@@H:2]1[CH2:6][O:5][CH2:4][C@H:3]1[NH:7][C:8](=[O:19])[C:9]1[C:14]([O:15][CH3:16])=[CH:13][CH:12]=[CH:11][C:10]=1[O:17][CH3:18].[C:44]1([P:37](=[O:1])([C:31]2[CH:32]=[CH:33][CH:34]=[CH:35][CH:36]=2)[C:38]2[CH:43]=[CH:42][CH:41]=[CH:40][CH:39]=2)[CH:45]=[CH:46][CH:47]=[CH:48][CH:49]=1. The catalyst class is: 4. (10) Reactant: [Cl:1][C:2]1[CH:7]=[CH:6][C:5]([C:8]2[CH:13]=[CH:12][C:11]([O:14][C:15]([F:18])([F:17])[F:16])=[C:10]([CH2:19][NH:20][C@H:21]3[CH2:26][CH2:25][N:24](C(OC(C)(C)C)=O)[CH2:23][C@H:22]3[C:34]3[CH:39]=[CH:38][CH:37]=[CH:36][CH:35]=3)[CH:9]=2)=[CH:4][CH:3]=1.[ClH:40].C(OCC)(=O)C. Product: [ClH:1].[ClH:40].[Cl:1][C:2]1[CH:7]=[CH:6][C:5]([C:8]2[CH:13]=[CH:12][C:11]([O:14][C:15]([F:17])([F:18])[F:16])=[C:10]([CH2:19][NH:20][C@H:21]3[CH2:26][CH2:25][NH:24][CH2:23][C@H:22]3[C:34]3[CH:35]=[CH:36][CH:37]=[CH:38][CH:39]=3)[CH:9]=2)=[CH:4][CH:3]=1. The catalyst class is: 67.